Dataset: Reaction yield outcomes from USPTO patents with 853,638 reactions. Task: Predict the reaction yield, written as a fraction of the theoretical maximum amount of product (1.0 means a 100% yield; for example, 0.34 means a 34% yield). (1) The reactants are OCC(C)(C)CCCCC(CCCCC(C)(C)CO)C(O)=O.C[Li].Cl.[OH:26][C:27]([CH:30]([CH2:40][CH2:41][CH2:42][CH2:43][C:44]([CH3:48])([CH3:47])[CH2:45][OH:46])[CH2:31][CH2:32][CH2:33][CH2:34][C:35]([CH3:39])([CH3:38])[CH2:36][OH:37])(C)[CH3:28]. The catalyst is C1COCC1.C(OCC)(=O)C. The product is [OH:46][CH2:45][C:44]([CH3:48])([CH3:47])[CH2:43][CH2:42][CH2:41][CH2:40][CH:30]([CH2:31][CH2:32][CH2:33][CH2:34][C:35]([CH3:39])([CH3:38])[CH2:36][OH:37])[C:27](=[O:26])[CH3:28]. The yield is 0.410. (2) The reactants are [OH:1][CH2:2][CH2:3][C:4]1[CH:5]=[C:6]([N:10]2[CH2:14][CH2:13][NH:12][C:11]2=[O:15])[CH:7]=[CH:8][CH:9]=1.C(N(CC)CC)C.[CH3:23][S:24](Cl)(=[O:26])=[O:25]. The catalyst is C(#N)C.C(OCC)(=O)C. The product is [CH3:23][S:24]([O:1][CH2:2][CH2:3][C:4]1[CH:9]=[CH:8][CH:7]=[C:6]([N:10]2[CH2:14][CH2:13][NH:12][C:11]2=[O:15])[CH:5]=1)(=[O:26])=[O:25]. The yield is 0.900.